This data is from Peptide-MHC class I binding affinity with 185,985 pairs from IEDB/IMGT. The task is: Regression. Given a peptide amino acid sequence and an MHC pseudo amino acid sequence, predict their binding affinity value. This is MHC class I binding data. (1) The MHC is HLA-B35:01 with pseudo-sequence HLA-B35:01. The peptide sequence is IINAHRIPK. The binding affinity (normalized) is 0.0847. (2) The peptide sequence is WRTIMAVLF. The MHC is HLA-B27:05 with pseudo-sequence HLA-B27:05. The binding affinity (normalized) is 0.497. (3) The peptide sequence is QLDEKSSIK. The MHC is HLA-A11:01 with pseudo-sequence HLA-A11:01. The binding affinity (normalized) is 0.424.